Dataset: Full USPTO retrosynthesis dataset with 1.9M reactions from patents (1976-2016). Task: Predict the reactants needed to synthesize the given product. (1) Given the product [Cl:1][C:2]1[CH:3]=[C:4]2[C:12](=[CH:13][CH:14]=1)[NH:11][C:10]1[CH:9]([NH:15][C:23]([C:18]3[C:17]([CH3:16])=[CH:22][CH:21]=[CH:20][N:19]=3)=[O:24])[CH2:8][CH2:7][CH2:6][C:5]2=1, predict the reactants needed to synthesize it. The reactants are: [Cl:1][C:2]1[CH:3]=[C:4]2[C:12](=[CH:13][CH:14]=1)[NH:11][C:10]1[CH:9]([NH2:15])[CH2:8][CH2:7][CH2:6][C:5]2=1.[CH3:16][C:17]1[C:18]([C:23](O)=[O:24])=[N:19][CH:20]=[CH:21][CH:22]=1. (2) Given the product [CH3:1][C:2]1([CH3:14])[C:6]([CH3:7])([CH3:8])[O:5][B:4]([C:9]2[CH:13]=[N:12][N:11]([CH2:16][CH2:17][C:18]([NH2:20])=[O:19])[CH:10]=2)[O:3]1, predict the reactants needed to synthesize it. The reactants are: [CH3:1][C:2]1([CH3:14])[C:6]([CH3:8])([CH3:7])[O:5][B:4]([C:9]2[CH:10]=[N:11][NH:12][CH:13]=2)[O:3]1.Br[CH2:16][CH2:17][C:18]([NH2:20])=[O:19].C(=O)([O-])[O-].[Cs+].[Cs+]. (3) Given the product [OH:1][C:2]1[C:11]2[C:6](=[N:41][CH:8]=[C:9]([C:12]3[CH:13]=[CH:14][CH:15]=[CH:16][CH:17]=3)[CH:10]=2)[N:5]([CH3:18])[C:4](=[O:19])[C:3]=1[C:20](=[O:27])[CH2:21][CH2:22][C:23]([OH:25])=[O:24], predict the reactants needed to synthesize it. The reactants are: [OH:1][C:2]1[C:11]2[C:6](=C[CH:8]=[C:9]([C:12]3[CH:17]=[CH:16][CH:15]=[CH:14][CH:13]=3)[CH:10]=2)[N:5]([CH3:18])[C:4](=[O:19])[C:3]=1[C:20](=[O:27])[CH2:21][CH2:22][C:23]([O:25]C)=[O:24].C1(B(O)O)C=CC=CC=1.OC1C2C(=NC=C(I)C=2)[N:41](C)C(=O)C=1C(=O)CCC(O)=O.C([Sn](CCCC)(CCCC)C1C=CC=CC=1)CCC.OC1C2C(=NC=C(I)C=2)N(C)C(=O)C=1C(=O)CCC(OC)=O. (4) Given the product [CH3:10][O:11][C:2]1[C:3]([CH2:8][OH:9])=[N:4][CH:5]=[CH:6][CH:7]=1, predict the reactants needed to synthesize it. The reactants are: F[C:2]1[C:3]([CH:8]=[O:9])=[N:4][CH:5]=[CH:6][CH:7]=1.[CH3:10][O-:11].[Na+].[BH4-].[Na+]. (5) Given the product [CH2:23]([O:22][C:20](=[O:21])[CH2:19][C:18]([NH:1][C:2]1[CH:7]=[CH:6][C:5]([NH:8][S:9]([CH3:12])(=[O:10])=[O:11])=[CH:4][C:3]=1[S:13](=[O:14])(=[O:15])[NH2:16])=[O:25])[CH3:24], predict the reactants needed to synthesize it. The reactants are: [NH2:1][C:2]1[CH:7]=[CH:6][C:5]([NH:8][S:9]([CH3:12])(=[O:11])=[O:10])=[CH:4][C:3]=1[S:13]([NH2:16])(=[O:15])=[O:14].Cl[C:18](=[O:25])[CH2:19][C:20]([O:22][CH2:23][CH3:24])=[O:21]. (6) Given the product [CH2:27]([C@@H:34]1[CH2:38][O:37][C:36](=[O:39])[N:35]1[C:40](=[O:47])[C@H:41]([CH2:45][I:1])[CH:42]([CH3:44])[CH3:43])[C:28]1[CH:33]=[CH:32][CH:31]=[CH:30][CH:29]=1, predict the reactants needed to synthesize it. The reactants are: [I:1]I.C1(P(C2C=CC=CC=2)C2C=CC=CC=2)C=CC=CC=1.N1C=CN=C1.[CH2:27]([C@@H:34]1[CH2:38][O:37][C:36](=[O:39])[N:35]1[C:40](=[O:47])[C@H:41]([CH2:45]O)[CH:42]([CH3:44])[CH3:43])[C:28]1[CH:33]=[CH:32][CH:31]=[CH:30][CH:29]=1. (7) Given the product [CH2:12]([O:19][C:20]1[C:25]([CH2:26][Cl:8])=[C:24]([CH2:28][O:29][Si:30]([C:33]([CH3:36])([CH3:35])[CH3:34])([CH3:32])[CH3:31])[CH:23]=[C:22]([CH3:37])[N:21]=1)[C:13]1[CH:18]=[CH:17][CH:16]=[CH:15][CH:14]=1, predict the reactants needed to synthesize it. The reactants are: C1C(=O)N([Cl:8])C(=O)C1.CSC.[CH2:12]([O:19][C:20]1[C:25]([CH2:26]O)=[C:24]([CH2:28][O:29][Si:30]([C:33]([CH3:36])([CH3:35])[CH3:34])([CH3:32])[CH3:31])[CH:23]=[C:22]([CH3:37])[N:21]=1)[C:13]1[CH:18]=[CH:17][CH:16]=[CH:15][CH:14]=1.